From a dataset of Forward reaction prediction with 1.9M reactions from USPTO patents (1976-2016). Predict the product of the given reaction. (1) Given the reactants [I:1]N1C(=O)CCC1=O.[Cl:9][C:10]1[CH:11]=[CH:12][C:13]([OH:18])=[C:14]([CH:17]=1)[CH:15]=[O:16], predict the reaction product. The product is: [Cl:9][C:10]1[CH:11]=[C:12]([I:1])[C:13]([OH:18])=[C:14]([CH:17]=1)[CH:15]=[O:16]. (2) Given the reactants CN[C:3]([CH2:5][N:6]1[C:10]([NH:11][C:12]([NH:14][C:15]2[CH:20]=[CH:19][CH:18]=[C:17]([Cl:21])[C:16]=2[Cl:22])=[O:13])=[CH:9][C:8]([C:23]([CH3:26])([CH3:25])[CH3:24])=[N:7]1)=[O:4].C(CN1C(NC(NC2C=CC=C(Cl)C=2Cl)=O)=CC(C(C)(C)C)=N1)(O)=O.Cl.CN.C(N(C(C)C)CC)(C)C, predict the reaction product. The product is: [OH:4][CH2:3][CH2:5][N:6]1[C:10]([NH:11][C:12]([NH:14][C:15]2[CH:20]=[CH:19][CH:18]=[C:17]([Cl:21])[C:16]=2[Cl:22])=[O:13])=[CH:9][C:8]([C:23]([CH3:26])([CH3:25])[CH3:24])=[N:7]1. (3) Given the reactants Br[C:2]1[CH:3]=[C:4]([S:8]([NH:11][C:12]2[CH:21]=[CH:20][C:15]([C:16]([O:18][CH3:19])=[O:17])=[C:14]([OH:22])[CH:13]=2)(=[O:10])=[O:9])[CH:5]=[CH:6][CH:7]=1.[C:23]([C:25]1[CH:26]=[C:27](B(O)O)[CH:28]=[CH:29][CH:30]=1)#[N:24], predict the reaction product. The product is: [C:23]([C:25]1[CH:30]=[C:29]([C:2]2[CH:7]=[CH:6][CH:5]=[C:4]([S:8]([NH:11][C:12]3[CH:21]=[CH:20][C:15]([C:16]([O:18][CH3:19])=[O:17])=[C:14]([OH:22])[CH:13]=3)(=[O:10])=[O:9])[CH:3]=2)[CH:28]=[CH:27][CH:26]=1)#[N:24]. (4) Given the reactants Cl.Cl.[NH2:3][CH2:4][CH2:5][O:6][C:7]1[CH:8]=[CH:9][CH:10]=[C:11]2[C:16]=1[N:15]=[C:14]([CH3:17])[CH:13]=[C:12]2[NH:18][CH2:19][C:20]1[CH:25]=[CH:24][C:23]([Cl:26])=[C:22]([Cl:27])[CH:21]=1.[N:28]1[CH:33]=[CH:32][CH:31]=[C:30]([S:34](Cl)(=[O:36])=[O:35])[CH:29]=1, predict the reaction product. The product is: [Cl:27][C:22]1[CH:21]=[C:20]([CH:25]=[CH:24][C:23]=1[Cl:26])[CH2:19][NH:18][C:12]1[C:11]2[C:16](=[C:7]([O:6][CH2:5][CH2:4][NH:3][S:34]([C:30]3[CH:29]=[N:28][CH:33]=[CH:32][CH:31]=3)(=[O:36])=[O:35])[CH:8]=[CH:9][CH:10]=2)[N:15]=[C:14]([CH3:17])[CH:13]=1. (5) The product is: [C:38]([N:9]([CH:10]1[CH2:11][CH2:12][CH2:13][CH2:14][CH2:15]1)[C:8]([O:16][N:17]1[C:18]([CH3:30])([CH3:29])[CH2:19][CH:20]([O:25][C:26](=[O:28])[CH3:27])[CH2:21][C:22]1([CH3:24])[CH3:23])=[N:7][CH:1]1[CH2:6][CH2:5][CH2:4][CH2:3][CH2:2]1)(=[O:45])[C:39]1[CH:44]=[CH:43][CH:42]=[CH:41][CH:40]=1. Given the reactants [CH:1]1([NH:7][C:8]([O:16][N:17]2[C:22]([CH3:24])([CH3:23])[CH2:21][CH:20]([O:25][C:26](=[O:28])[CH3:27])[CH2:19][C:18]2([CH3:30])[CH3:29])=[N:9][CH:10]2[CH2:15][CH2:14][CH2:13][CH2:12][CH2:11]2)[CH2:6][CH2:5][CH2:4][CH2:3][CH2:2]1.C(N(CC)CC)C.[C:38](Cl)(=[O:45])[C:39]1[CH:44]=[CH:43][CH:42]=[CH:41][CH:40]=1, predict the reaction product.